Predict which catalyst facilitates the given reaction. From a dataset of Catalyst prediction with 721,799 reactions and 888 catalyst types from USPTO. (1) Reactant: [F-].C([N+](CCCC)(CCCC)CCCC)CCC.[Cl:19][C:20]1[CH:25]=[CH:24][C:23]([C@:26]2([O:44][C@H:43]([CH2:45][O:46][C:47](=[O:49])[CH3:48])[C@@H:38]([O:39][C:40](=[O:42])[CH3:41])[C@H:33]([O:34][C:35](=[O:37])[CH3:36])[C@H:28]2[O:29][C:30](=[O:32])[CH3:31])[OH:27])=[CH:22][C:21]=1[O:50][Si](C(C)C)(C(C)C)C(C)C.O. Product: [Cl:19][C:20]1[CH:25]=[CH:24][C:23]([C@:26]2([O:44][C@H:43]([CH2:45][O:46][C:47](=[O:49])[CH3:48])[C@@H:38]([O:39][C:40](=[O:42])[CH3:41])[C@H:33]([O:34][C:35](=[O:37])[CH3:36])[C@H:28]2[O:29][C:30](=[O:32])[CH3:31])[OH:27])=[CH:22][C:21]=1[OH:50]. The catalyst class is: 7. (2) The catalyst class is: 9. Product: [C:17]1([CH2:16][CH2:15][CH2:14][CH2:13][CH2:12][O:3][CH2:4][CH2:5][CH2:6][C:7]([OH:9])=[O:8])[CH:22]=[CH:21][CH:20]=[CH:19][CH:18]=1. Reactant: [H-].[Na+].[OH:3][CH2:4][CH2:5][CH2:6][C:7]([O-:9])=[O:8].[Na+].Br[CH2:12][CH2:13][CH2:14][CH2:15][CH2:16][C:17]1[CH:22]=[CH:21][CH:20]=[CH:19][CH:18]=1.Cl. (3) Reactant: [Li+].[OH-].C[O:4][C:5]([C:7]1[C:15]2[CH:14]=[C:13]([C:16]3[C:21]([Cl:22])=[CH:20][N:19]=[C:18]([NH:23][CH2:24][CH2:25][CH2:26][N:27]4[CH2:32][CH2:31][N:30]([CH3:33])[CH2:29][CH2:28]4)[N:17]=3)[S:12][C:11]=2[CH:10]=[CH:9][CH:8]=1)=[O:6].[ClH:34]. Product: [ClH:22].[ClH:34].[ClH:22].[Cl:22][C:21]1[C:16]([C:13]2[S:12][C:11]3[CH:10]=[CH:9][CH:8]=[C:7]([C:5]([OH:6])=[O:4])[C:15]=3[CH:14]=2)=[N:17][C:18]([NH:23][CH2:24][CH2:25][CH2:26][N:27]2[CH2:28][CH2:29][N:30]([CH3:33])[CH2:31][CH2:32]2)=[N:19][CH:20]=1. The catalyst class is: 799. (4) Reactant: OC(C(F)(F)F)=O.[CH3:8][O:9][C:10](=[O:30])[C@@H:11]([CH3:29])[CH2:12][C@H:13]([NH2:28])[C:14](=[O:27])[NH:15][C:16]([CH3:26])([CH3:25])[CH2:17][C:18]1[CH:23]=[CH:22][C:21]([F:24])=[CH:20][CH:19]=1.[C:31]1([C:37]2[CH:38]=[CH:39][C:40]([C:43](O)=[O:44])=[N:41][CH:42]=2)[CH:36]=[CH:35][CH:34]=[CH:33][CH:32]=1.C(N(CC)CC)C.C(P1(=O)OP(CCC)(=O)OP(CCC)(=O)O1)CC.C(OCC)(=O)C. Product: [CH3:8][O:9][C:10](=[O:30])[C@@H:11]([CH3:29])[CH2:12][C@@H:13]([C:14](=[O:27])[NH:15][C:16]([CH3:25])([CH3:26])[CH2:17][C:18]1[CH:19]=[CH:20][C:21]([F:24])=[CH:22][CH:23]=1)[NH:28][C:43]([C:40]1[CH:39]=[CH:38][C:37]([C:31]2[CH:32]=[CH:33][CH:34]=[CH:35][CH:36]=2)=[CH:42][N:41]=1)=[O:44]. The catalyst class is: 2. (5) Product: [CH3:1][O:2][C:3]([CH:5]1[CH2:11][CH2:10][CH:9]2[N:12]([C:13]3[C:22]4[C:17](=[CH:18][CH:19]=[CH:20][CH:21]=4)[C:16]([C:23]#[N:24])=[CH:15][CH:14]=3)[CH:6]1[CH2:7][CH2:8]2)=[O:4]. Reactant: [CH3:1][O:2][C:3]([C:5]1[CH:6]2[N:12]([C:13]3[C:22]4[C:17](=[CH:18][CH:19]=[CH:20][CH:21]=4)[C:16]([C:23]#[N:24])=[CH:15][CH:14]=3)[CH:9]([CH2:10][CH:11]=1)[CH2:8][CH2:7]2)=[O:4]. The catalyst class is: 19. (6) Reactant: [C:1]([CH:4]1[CH2:8][N:7]([CH2:9][C:10]2[CH:15]=[CH:14][CH:13]=[CH:12][CH:11]=2)[CH2:6][CH:5]1[C:16]1[CH:23]=[CH:22][C:19]([C:20]#[N:21])=[CH:18][CH:17]=1)(=[O:3])[CH3:2].[Li+].[BH4-]. Product: [CH2:9]([N:7]1[CH2:8][CH:4]([CH:1]([OH:3])[CH3:2])[CH:5]([C:16]2[CH:17]=[CH:18][C:19]([C:20]#[N:21])=[CH:22][CH:23]=2)[CH2:6]1)[C:10]1[CH:11]=[CH:12][CH:13]=[CH:14][CH:15]=1. The catalyst class is: 5. (7) Reactant: [Br:1][C:2]1[CH:10]=[N:9][CH:8]=[CH:7][C:3]=1[C:4]([OH:6])=O.[NH2:11][C:12]1[CH:17]=[C:16]([C:18]([F:21])([F:20])[F:19])[CH:15]=[CH:14][C:13]=1[OH:22].CCN=C=NCCCN(C)C. Product: [Br:1][C:2]1[CH:10]=[N:9][CH:8]=[CH:7][C:3]=1[C:4]([NH:11][C:12]1[CH:17]=[C:16]([C:18]([F:19])([F:20])[F:21])[CH:15]=[CH:14][C:13]=1[OH:22])=[O:6]. The catalyst class is: 17.